Task: Predict which catalyst facilitates the given reaction.. Dataset: Catalyst prediction with 721,799 reactions and 888 catalyst types from USPTO (1) Reactant: [O:1]=[C:2]1[C:7]([CH2:8][C:9]2[CH:14]=[CH:13][C:12]([C:15]3[C:16]([C:21]#[N:22])=[CH:17][CH:18]=[CH:19][CH:20]=3)=[CH:11][CH:10]=2)=[C:6]([CH2:23][CH2:24][CH3:25])[N:5]2[N:26]=[CH:27][N:28]=[C:4]2[NH:3]1.Br[CH2:30][CH2:31][O:32][Si:33]([C:36]([CH3:39])([CH3:38])[CH3:37])([CH3:35])[CH3:34].C(=O)([O-])[O-].[K+].[K+].[I-].[Na+]. Product: [Si:33]([O:32][CH2:31][CH2:30][N:3]1[C:2](=[O:1])[C:7]([CH2:8][C:9]2[CH:10]=[CH:11][C:12]([C:15]3[C:16]([C:21]#[N:22])=[CH:17][CH:18]=[CH:19][CH:20]=3)=[CH:13][CH:14]=2)=[C:6]([CH2:23][CH2:24][CH3:25])[N:5]2[N:26]=[CH:27][N:28]=[C:4]12)([C:36]([CH3:39])([CH3:38])[CH3:37])([CH3:35])[CH3:34]. The catalyst class is: 434. (2) Reactant: [C:1]1([CH3:12])[CH:6]=[CH:5][C:4]([S:7][CH2:8][C:9](=O)[CH3:10])=[CH:3][CH:2]=1. Product: [CH3:10][C:9]1[C:3]2[CH:2]=[C:1]([CH3:12])[CH:6]=[CH:5][C:4]=2[S:7][CH:8]=1. The catalyst class is: 159. (3) Reactant: [OH:1][C:2]1[C:15]2[C:14](=[O:16])[C:13]3[C:8](=[C:9]([OH:17])[CH:10]=[CH:11][CH:12]=3)[O:7][C:6]=2[C:5]([CH2:18][CH:19]=[CH2:20])=[C:4]([OH:21])[CH:3]=1.C(=O)([O-])[O-].[K+].[K+].[CH2:28](Br)[C:29]1[CH:34]=[CH:33][CH:32]=[CH:31][CH:30]=1. Product: [CH2:28]([O:21][C:4]1[CH:3]=[C:2]([OH:1])[C:15]2[C:14](=[O:16])[C:13]3[C:8]([O:7][C:6]=2[C:5]=1[CH2:18][CH:19]=[CH2:20])=[C:9]([O:17][CH2:18][C:5]1[CH:6]=[CH:15][CH:2]=[CH:3][CH:4]=1)[CH:10]=[CH:11][CH:12]=3)[C:29]1[CH:34]=[CH:33][CH:32]=[CH:31][CH:30]=1. The catalyst class is: 39. (4) Reactant: C([O:5][C:6](=O)[NH:7][C@@H:8]([CH3:33])[C:9]([N:11]1[CH2:16][CH2:15][CH2:14][C@@H:13]([C:17](=[O:32])[NH:18][C@@H:19]([C:21]2[CH:30]=[CH:29][C:28]3[C:23](=[CH:24][C:25]([Br:31])=[CH:26][CH:27]=3)[N:22]=2)[CH3:20])[NH:12]1)=[O:10])(C)(C)C.Cl.[OH:36][CH2:37][CH2:38][C:39]([CH3:52])([CH:50]=[CH2:51])[C:40]([NH:42][C@@H:43]([CH:47]([CH3:49])[CH3:48])C(O)=O)=[O:41].C(N(CC)C(C)C)(C)C.F[P-](F)(F)(F)(F)F.CN(C(N(C)C)=[N+]1C2C(=NC=CC=2)[N+]([O-])=N1)C. Product: [Br:31][C:25]1[CH:24]=[C:23]2[C:28]([CH:29]=[CH:30][C:21]([C@H:19]([NH:18][C:17]([C@@H:13]3[CH2:14][CH2:15][CH2:16][N:11]([C:9](=[O:10])[C@@H:8]([NH:7][C:6](=[O:5])[C@@H:43]([NH:42][C:40](=[O:41])[C:39]([CH2:38][CH2:37][OH:36])([CH3:52])[CH:50]=[CH2:51])[CH:47]([CH3:49])[CH3:48])[CH3:33])[NH:12]3)=[O:32])[CH3:20])=[N:22]2)=[CH:27][CH:26]=1. The catalyst class is: 545. (5) Reactant: [CH3:1][N:2]1[C:6]2=[C:7]3[CH:13]=[C:12]([C:14]4[N:15]([CH2:19][C:20]([OH:22])=O)[CH:16]=[CH:17][CH:18]=4)[NH:11][C:8]3=[N:9][CH:10]=[C:5]2[CH:4]=[N:3]1.C(Cl)(=O)C([Cl:26])=O.CN(C=O)C. Product: [CH3:1][N:2]1[C:6]2=[C:7]3[CH:13]=[C:12]([C:14]4[N:15]([CH2:19][C:20]([Cl:26])=[O:22])[CH:16]=[CH:17][CH:18]=4)[NH:11][C:8]3=[N:9][CH:10]=[C:5]2[CH:4]=[N:3]1. The catalyst class is: 2. (6) Reactant: [C:1]1([CH:7]([C:13]2[CH:18]=[CH:17][CH:16]=[CH:15][CH:14]=2)[N:8]2[CH2:11][CH:10]([OH:12])[CH2:9]2)[CH:6]=[CH:5][CH:4]=[CH:3][CH:2]=1.CC([O-])(C)C.[K+].I[CH2:26][CH2:27][CH2:28][CH2:29][CH3:30]. Product: [C:13]1([CH:7]([C:1]2[CH:2]=[CH:3][CH:4]=[CH:5][CH:6]=2)[N:8]2[CH2:11][CH:10]([O:12][CH2:26][CH2:27][CH2:28][CH2:29][CH3:30])[CH2:9]2)[CH:14]=[CH:15][CH:16]=[CH:17][CH:18]=1. The catalyst class is: 20.